From a dataset of Forward reaction prediction with 1.9M reactions from USPTO patents (1976-2016). Predict the product of the given reaction. The product is: [C:1]([C:4]1[CH:5]=[CH:6][C:7]([C:10]2[CH:11]=[C:12]3[C:16](=[CH:17][CH:18]=2)[N:15]([CH2:19][C:20]2[CH:25]=[CH:24][CH:23]=[CH:22][CH:21]=2)[CH:14]=[C:13]3[C:26](=[O:32])[C:27]([OH:29])=[O:28])=[CH:8][CH:9]=1)(=[O:3])[CH3:2]. Given the reactants [C:1]([C:4]1[CH:9]=[CH:8][C:7]([C:10]2[CH:11]=[C:12]3[C:16](=[CH:17][CH:18]=2)[N:15]([CH2:19][C:20]2[CH:25]=[CH:24][CH:23]=[CH:22][CH:21]=2)[CH:14]=[C:13]3[C:26](=[O:32])[C:27]([O:29]CC)=[O:28])=[CH:6][CH:5]=1)(=[O:3])[CH3:2].[OH-].[K+], predict the reaction product.